Predict the reactants needed to synthesize the given product. From a dataset of Full USPTO retrosynthesis dataset with 1.9M reactions from patents (1976-2016). (1) Given the product [CH2:13]([O:20][C:21]1[CH:26]=[CH:25][N:24]([C:27]2([C:28]([O:30][CH2:31][CH3:32])=[O:29])[CH2:6][CH2:33]2)[C:23](=[O:34])[CH:22]=1)[C:14]1[CH:15]=[CH:16][CH:17]=[CH:18][CH:19]=1, predict the reactants needed to synthesize it. The reactants are: CS(C)=O.[I-].[CH3:6][S+](C)(C)=O.[H-].[Na+].[CH2:13]([O:20][C:21]1[CH:26]=[CH:25][N:24]([C:27](=[CH2:33])[C:28]([O:30][CH2:31][CH3:32])=[O:29])[C:23](=[O:34])[CH:22]=1)[C:14]1[CH:19]=[CH:18][CH:17]=[CH:16][CH:15]=1. (2) Given the product [Cl:1][C:2]1[CH:11]=[C:10]2[C:5]([C:6]([N:12]3[CH2:13][CH:14]([CH3:19])[N:15]([C:28]([NH:27][C:24]4[CH:25]=[CH:26][C:21]([F:20])=[CH:22][CH:23]=4)=[O:29])[CH:16]([CH3:18])[CH2:17]3)=[CH:7][CH:8]=[N:9]2)=[CH:4][CH:3]=1, predict the reactants needed to synthesize it. The reactants are: [Cl:1][C:2]1[CH:11]=[C:10]2[C:5]([C:6]([N:12]3[CH2:17][CH:16]([CH3:18])[NH:15][CH:14]([CH3:19])[CH2:13]3)=[CH:7][CH:8]=[N:9]2)=[CH:4][CH:3]=1.[F:20][C:21]1[CH:26]=[CH:25][C:24]([N:27]=[C:28]=[O:29])=[CH:23][CH:22]=1.